This data is from Forward reaction prediction with 1.9M reactions from USPTO patents (1976-2016). The task is: Predict the product of the given reaction. Given the reactants [NH2:1][C:2]1[CH:7]=[C:6]([O:8][CH3:9])[CH:5]=[CH:4][C:3]=1[CH:10]1[CH2:19][CH2:18][C:17]2[CH:16]=[C:15]([OH:20])[CH:14]=[CH:13][C:12]=2[CH2:11]1.N1C=CN=C1.[Si:26](Cl)([C:29]([CH3:32])([CH3:31])[CH3:30])([CH3:28])[CH3:27], predict the reaction product. The product is: [Si:26]([O:20][C:15]1[CH:16]=[C:17]2[C:12](=[CH:13][CH:14]=1)[CH2:11][CH:10]([C:3]1[CH:4]=[CH:5][C:6]([O:8][CH3:9])=[CH:7][C:2]=1[NH2:1])[CH2:19][CH2:18]2)([C:29]([CH3:32])([CH3:31])[CH3:30])([CH3:28])[CH3:27].